The task is: Predict the reactants needed to synthesize the given product.. This data is from Full USPTO retrosynthesis dataset with 1.9M reactions from patents (1976-2016). (1) Given the product [Cl:1][C:2]1[CH:3]=[C:4]([C@:9]([CH2:78][N+:75]([O-:77])=[O:76])([C:28]([F:31])([F:30])[F:29])[CH2:10][C:11]([C:13]2[CH:26]=[CH:25][C:16]([C:17]([NH:19][C:20]3([CH3:24])[CH2:23][S:22][CH2:21]3)=[O:18])=[C:15]([CH3:27])[CH:14]=2)=[O:12])[CH:5]=[C:6]([Cl:8])[CH:7]=1, predict the reactants needed to synthesize it. The reactants are: [Cl:1][C:2]1[CH:3]=[C:4](/[C:9](/[C:28]([F:31])([F:30])[F:29])=[CH:10]\[C:11]([C:13]2[CH:26]=[CH:25][C:16]([C:17]([NH:19][C:20]3([CH3:24])[CH2:23][S:22][CH2:21]3)=[O:18])=[C:15]([CH3:27])[CH:14]=2)=[O:12])[CH:5]=[C:6]([Cl:8])[CH:7]=1.FC(F)(F)C1C=C(NC(N[C@H]([C@@H]2C[C@@H]3CCN2C[C@@H]3CC)C2C3C(=CC=C(OC)C=3)N=CC=2)=S)C=C(C(F)(F)F)C=1.[Cl-].[NH4+].[N+:75]([CH3:78])([O-:77])=[O:76]. (2) The reactants are: [Br-].[I:2][C:3]1[CH:4]=[C:5]([CH:8]=[CH:9][CH:10]=1)[CH2:6][Zn+].[Cl:11][C:12]1[CH:13]=[C:14]([NH:20][C:21](=[O:30])[C:22](=[O:29])[C:23]2[CH:28]=[CH:27][CH:26]=[CH:25][CH:24]=2)[CH:15]=[CH:16][C:17]=1[C:18]#[N:19].[Cl-].[NH4+]. Given the product [Cl:11][C:12]1[CH:13]=[C:14]([NH:20][C:21](=[O:30])[C:22]([OH:29])([C:23]2[CH:24]=[CH:25][CH:26]=[CH:27][CH:28]=2)[CH2:6][C:5]2[CH:8]=[CH:9][CH:10]=[C:3]([I:2])[CH:4]=2)[CH:15]=[CH:16][C:17]=1[C:18]#[N:19], predict the reactants needed to synthesize it.